From a dataset of Peptide-MHC class I binding affinity with 185,985 pairs from IEDB/IMGT. Regression. Given a peptide amino acid sequence and an MHC pseudo amino acid sequence, predict their binding affinity value. This is MHC class I binding data. (1) The peptide sequence is ISSGETRSF. The MHC is HLA-A25:01 with pseudo-sequence HLA-A25:01. The binding affinity (normalized) is 0.0847. (2) The peptide sequence is SAICSVVRR. The MHC is Patr-A0301 with pseudo-sequence Patr-A0301. The binding affinity (normalized) is 0.531. (3) The peptide sequence is STYYVHENK. The binding affinity (normalized) is 0.626. The MHC is HLA-A31:01 with pseudo-sequence HLA-A31:01. (4) The peptide sequence is VEEGSIGKV. The MHC is Mamu-A11 with pseudo-sequence Mamu-A11. The binding affinity (normalized) is 0.515. (5) The peptide sequence is ELLAPADDMR. The MHC is HLA-A68:01 with pseudo-sequence HLA-A68:01. The binding affinity (normalized) is 0.479. (6) The peptide sequence is HPLADNKFAL. The MHC is HLA-B07:02 with pseudo-sequence HLA-B07:02. The binding affinity (normalized) is 0.577.